Dataset: Full USPTO retrosynthesis dataset with 1.9M reactions from patents (1976-2016). Task: Predict the reactants needed to synthesize the given product. Given the product [Br:12][C:13]1[CH:18]=[CH:17][C:16]([O:19][CH2:31][CH2:32][Cl:33])=[CH:15][CH:14]=1, predict the reactants needed to synthesize it. The reactants are: C(=O)([O-])[O-].[K+].[K+].CN(C=O)C.[Br:12][C:13]1[CH:18]=[CH:17][C:16]([OH:19])=[CH:15][CH:14]=1.CC1C=CC(S(O[CH2:31][CH2:32][Cl:33])(=O)=O)=CC=1.